Dataset: Antibody developability classification from SAbDab with 2,409 antibodies. Task: Regression/Classification. Given an antibody's heavy chain and light chain sequences, predict its developability. TAP uses regression for 5 developability metrics; SAbDab uses binary classification. (1) The antibody is ['EVQLLESGGGLVQPGGSLRLSCEASGFPLRDYAMSWVRQAPGRGLQWVSTIGGNDNAANYADSVKGRFTVSRDNSKSTIYLQMNSLRAEDTALYFCAKSVRLSRPSPFDLWGQGSLVTVSS', 'EIVLTQSPATLSLSPGERATLSCRASQSVSTYLAWYQHQPGQAPRLLIYEASNRATGIPARFSGSGSGTEFTLTISSLEPEDVAVYYCQQRASWPLTFGGGTKVEIK']. Result: 1 (developable). (2) The antibody is ['QVQLKESGPGLVKPSQTLSITCTISGFSLSRYSVHWVRQPPGKGLEWLGMIWGGGNTDYNSALKSRLSISKDNSKNQVFLKMNSLTAADTAVYYCARKGEFYYGYDGFVYWGQGTLVTVSS', 'DIVMTQSPDSLAVSLGERVTMNCKSSQSVLYSSNQKNYLAWYQQKPGQSPKLLIYWASTRESGVPDRFSGSGSGTDFTLTISSVQAEDLAVYYCHQYLSSYTFGGGTKLEIK']. Result: 0 (not developable). (3) The antibody is ['DVQLQESGPSLVKPSQTLSLTCSVTGDSITSDYWSWIRKFPGNRLEYMGYVSYSGSTYYNPSLKSRISITRDTSKNQYYLDLNSVTTEDTATYYCANWDGDYWGQGTLVTVSA', 'PROT_5A288C7C']. Result: 0 (not developable). (4) The antibody is ['QVQLVESGGGVVQPGTSLRLSCAASQFRFDGYGMHWVRQAPGKGLEWVASISHDGIKKYHAEKVWGRFTISRDNSKNTLYLQMNSLRPEDTALYYCAKDLREDECEEWWSDYYDFGKQLPCAKSRGGLVGIADNWGQGTMVTVSS', 'QSVLTQPPSVSAAPGQKVTISCSGNTSNIGNNFVSWYQQRPGRAPQLLIYETDKRPSGIPDRFSASKSGTSGTLAITGLQTGDEADYYCATWAASLSSARVFGTGTKVIVL']. Result: 0 (not developable). (5) The antibody is ['EVQLQESGPSLVKPSQTLSLTCSVTGDSVTSDYWSWIRKFPGNKLEYMGYISYSGSTYYHPSLKSRISITRDTSKNQYYLQLNSVTTEDTATYYCASWGGDVWGAGTTVTVSS', 'PROT_86A5FDE1']. Result: 1 (developable). (6) The antibody is ['EVQLVESGGGLVQPGGSLRLSCAASGFNVSYSSIHWVRQAPGKGLEWVAYIYPSSGYTSYADSVKGRFTISADTSKNTAYLQMNSLRAEDTAVYYCARSYSTKLAMDYWGQGTLVTVFN', 'DIQMTQSPSSLSASVGDRVTITCRASQSVSSAVAWYQQKPGKAPKLLIYSASSLYSGVPSRFSGSRSGTDFTLTISSLQPEDFATYYCQQSQWYPITFGQGTKVEIK']. Result: 0 (not developable). (7) The antibody is ['EVQLEESGPELVKPGASVKISCKASGYTFTDYYMNWLRQKPGQGLEWIGWVYPGSIKYNEKFKDKATLTADTSSSIVYMHLSSLTSDDNAVYFCTRWTYGSSFDYWGEGTLLTVSS', 'DILMTQTPLSLPVSLGDQASISCRSSQSIVHSNGNTYLEWYLQKPGQSPTLLIYKVSNRFSGVPDRFSGSGSGTDFTLKISRVEAEDLGVYYCFQGSHIPLTFGAGTKLEVK']. Result: 0 (not developable).